Regression/Classification. Given a drug SMILES string, predict its absorption, distribution, metabolism, or excretion properties. Task type varies by dataset: regression for continuous measurements (e.g., permeability, clearance, half-life) or binary classification for categorical outcomes (e.g., BBB penetration, CYP inhibition). Dataset: cyp1a2_veith. From a dataset of CYP1A2 inhibition data for predicting drug metabolism from PubChem BioAssay. (1) The drug is CCOC(=O)c1c(NC(=S)Nc2ccccc2)sc2c1CCN(CCc1ccccc1)C2. The result is 1 (inhibitor). (2) The compound is CN1[C@H]2CC(OC(=O)[C@@H](CO)c3ccccc3)C[C@@H]1[C@@H]1O[C@@H]12. The result is 0 (non-inhibitor). (3) The drug is Nc1c(C(=O)NCC2CCCO2)c2nc3ccccc3nc2n1-c1ccccc1. The result is 1 (inhibitor). (4) The molecule is COc1ccccc1CCn1c(=O)c(-c2cc(F)cc(F)c2)nc2cncnc21. The result is 1 (inhibitor). (5) The molecule is O=C(O)Cc1ccc(O)c(O)c1. The result is 0 (non-inhibitor). (6) The molecule is CC(=O)NCCNc1nc(-c2ccc(C(=O)N(C)C)cc2)nc2ccccc12. The result is 0 (non-inhibitor). (7) The compound is CC(C)NC(=O)N1CCC2(CC1)CCN(C(=O)c1cccc(F)c1)CC2. The result is 0 (non-inhibitor). (8) The drug is COc1ccc(Oc2ncc3nc(-c4cccs4)c(=O)n(C)c3n2)cc1. The result is 1 (inhibitor). (9) The drug is C=CCn1c(CCC(=O)O)ccc1-c1ccc(F)cc1. The result is 0 (non-inhibitor).